From a dataset of Catalyst prediction with 721,799 reactions and 888 catalyst types from USPTO. Predict which catalyst facilitates the given reaction. (1) Reactant: [OH:1][C@@H:2]([C:4]1[N:15]([CH:16]2[CH2:21][CH2:20][CH:19]([NH:22]C(=O)OC(C)(C)C)[CH2:18][CH2:17]2)[C:7]2=[C:8]3[S:14][CH:13]=[CH:12][C:9]3=[N:10][CH:11]=[C:6]2[N:5]=1)[CH3:3].[ClH:30].O1CCOCC1. Product: [ClH:30].[ClH:30].[NH2:22][CH:19]1[CH2:20][CH2:21][CH:16]([N:15]2[C:7]3=[C:8]4[S:14][CH:13]=[CH:12][C:9]4=[N:10][CH:11]=[C:6]3[N:5]=[C:4]2[C@H:2]([OH:1])[CH3:3])[CH2:17][CH2:18]1.[ClH:30]. The catalyst class is: 2. (2) Reactant: [Cl:1][C:2]1[CH:7]=[CH:6][C:5]([CH2:8]Cl)=[CH:4][N:3]=1.[CH3:10][CH:11]1[CH2:13][NH:12]1.C(=O)([O-])[O-].[K+].[K+]. Product: [Cl:1][C:2]1[CH:7]=[CH:6][C:5]([CH2:8][N:12]2[CH2:13][CH:11]2[CH3:10])=[CH:4][N:3]=1. The catalyst class is: 10. (3) Reactant: [N+:1]([C:4]1[CH:9]=[CH:8][CH:7]=[C:6]([N+:10]([O-])=O)[C:5]=1[NH:13][CH2:14][CH2:15][CH2:16][OH:17])([O-])=O. Product: [NH2:1][C:4]1[CH:9]=[CH:8][CH:7]=[C:6]([NH2:10])[C:5]=1[NH:13][CH2:14][CH2:15][CH2:16][OH:17]. The catalyst class is: 304. (4) Reactant: C([Li])CCC.CC1CCCN(C)C1(C)C.[F:16][C:17]1[CH:22]=[C:21]([I:23])[CH:20]=[C:19]([F:24])[CH:18]=1.[CH:25](=[O:27])[CH3:26]. Product: [F:16][C:17]1[CH:22]=[C:21]([I:23])[CH:20]=[C:19]([F:24])[C:18]=1[CH:25]([OH:27])[CH3:26]. The catalyst class is: 7. (5) Reactant: [CH3:1]N(C(ON1N=NC2C=CC=CC1=2)=[N+](C)C)C.[B-](F)(F)(F)F.C(N(CC)CC)C.[C:30]1([CH2:36][N:37]2[CH2:42][CH2:41][C:40]([C:49]([OH:51])=[O:50])([N:43]3[CH2:48][CH2:47][CH2:46][CH2:45][CH2:44]3)[CH2:39][CH2:38]2)[CH:35]=[CH:34][CH:33]=[CH:32][CH:31]=1.CO. Product: [C:30]1([CH2:36][N:37]2[CH2:42][CH2:41][C:40]([C:49]([O:51][CH3:1])=[O:50])([N:43]3[CH2:44][CH2:45][CH2:46][CH2:47][CH2:48]3)[CH2:39][CH2:38]2)[CH:35]=[CH:34][CH:33]=[CH:32][CH:31]=1. The catalyst class is: 3. (6) Reactant: Cl[C:2]1[N:7]=[CH:6][C:5]([C:8]2[O:9][C:10]([CH3:20])=[C:11]([C:13]([NH:15][CH2:16][CH2:17][CH2:18][OH:19])=[O:14])[N:12]=2)=[C:4]([NH:21][CH:22]([CH3:24])[CH3:23])[CH:3]=1.[N:25]1[S:26][N:27]=[C:28]2[CH:33]=[C:32]([NH2:34])[CH:31]=[CH:30][C:29]=12.C([O-])([O-])=O.[Na+].[Na+].CC1(C)C2C(=C(P(C3C=CC=CC=3)C3C=CC=CC=3)C=CC=2)OC2C(P(C3C=CC=CC=3)C3C=CC=CC=3)=CC=CC1=2. Product: [N:25]1[S:26][N:27]=[C:28]2[CH:33]=[C:32]([NH:34][C:2]3[N:7]=[CH:6][C:5]([C:8]4[O:9][C:10]([CH3:20])=[C:11]([C:13]([NH:15][CH2:16][CH2:17][CH2:18][OH:19])=[O:14])[N:12]=4)=[C:4]([NH:21][CH:22]([CH3:24])[CH3:23])[CH:3]=3)[CH:31]=[CH:30][C:29]=12. The catalyst class is: 62. (7) Product: [F:10][C:6]1[C:3]([CH:4]=[O:5])=[C:2]([NH:1][C:11](=[O:13])[CH3:12])[CH:9]=[CH:8][CH:7]=1. The catalyst class is: 6. Reactant: [NH2:1][C:2]1[CH:9]=[CH:8][CH:7]=[C:6]([F:10])[C:3]=1[CH:4]=[O:5].[C:11](OC(=O)C)(=[O:13])[CH3:12].C([O-])([O-])=O.[Na+].[Na+]. (8) Reactant: [Cl-].O[NH3+:3].[C:4](=[O:7])([O-])[OH:5].[Na+].CS(C)=O.[CH3:13][C:14]([CH3:47])([CH3:46])[C:15](=[O:45])[CH2:16][N:17]1[C:22](=[O:23])[C:21]2[CH:24]=[C:25]([CH2:27][CH3:28])[S:26][C:20]=2[N:19]([CH2:29][C:30]2[CH:35]=[CH:34][C:33]([C:36]3[C:37]([C:42]#[N:43])=[CH:38][CH:39]=[CH:40][CH:41]=3)=[CH:32][CH:31]=2)[C:18]1=[O:44]. Product: [CH3:47][C:14]([CH3:46])([CH3:13])[C:15](=[O:45])[CH2:16][N:17]1[C:22](=[O:23])[C:21]2[CH:24]=[C:25]([CH2:27][CH3:28])[S:26][C:20]=2[N:19]([CH2:29][C:30]2[CH:35]=[CH:34][C:33]([C:36]3[CH:41]=[CH:40][CH:39]=[CH:38][C:37]=3[C:42]3[NH:3][C:4](=[O:7])[O:5][N:43]=3)=[CH:32][CH:31]=2)[C:18]1=[O:44]. The catalyst class is: 69.